From a dataset of NCI-60 drug combinations with 297,098 pairs across 59 cell lines. Regression. Given two drug SMILES strings and cell line genomic features, predict the synergy score measuring deviation from expected non-interaction effect. (1) Drug 2: CN(CCCl)CCCl.Cl. Synergy scores: CSS=44.8, Synergy_ZIP=-12.4, Synergy_Bliss=-1.64, Synergy_Loewe=-3.89, Synergy_HSA=1.32. Cell line: U251. Drug 1: CC1=C(C=C(C=C1)NC(=O)C2=CC=C(C=C2)CN3CCN(CC3)C)NC4=NC=CC(=N4)C5=CN=CC=C5. (2) Drug 1: C1CC(C1)(C2=CC=C(C=C2)C3=C(C=C4C(=N3)C=CN5C4=NNC5=O)C6=CC=CC=C6)N. Drug 2: CCC1(C2=C(COC1=O)C(=O)N3CC4=CC5=C(C=CC(=C5CN(C)C)O)N=C4C3=C2)O. Cell line: HT29. Synergy scores: CSS=69.9, Synergy_ZIP=0.663, Synergy_Bliss=-0.0686, Synergy_Loewe=2.28, Synergy_HSA=5.51.